Dataset: Peptide-MHC class I binding affinity with 185,985 pairs from IEDB/IMGT. Task: Regression. Given a peptide amino acid sequence and an MHC pseudo amino acid sequence, predict their binding affinity value. This is MHC class I binding data. (1) The peptide sequence is LATNNSQFI. The binding affinity (normalized) is 0. The MHC is H-2-Kb with pseudo-sequence H-2-Kb. (2) The peptide sequence is MNHKNKFMA. The MHC is HLA-A02:01 with pseudo-sequence HLA-A02:01. The binding affinity (normalized) is 0. (3) The peptide sequence is SSFIMRNFLR. The MHC is HLA-A03:01 with pseudo-sequence HLA-A03:01. The binding affinity (normalized) is 0.293. (4) The peptide sequence is RTRDIYISR. The MHC is HLA-A11:01 with pseudo-sequence HLA-A11:01. The binding affinity (normalized) is 0.143. (5) The peptide sequence is NVSRVVECL. The MHC is HLA-A68:02 with pseudo-sequence HLA-A68:02. The binding affinity (normalized) is 0.691.